This data is from Catalyst prediction with 721,799 reactions and 888 catalyst types from USPTO. The task is: Predict which catalyst facilitates the given reaction. (1) Reactant: [H-].[Na+].[CH2:3]([OH:6])[C:4]#[CH:5].[Cl:7][C:8]1[CH:13]=[C:12](Cl)[N:11]=[CH:10][N:9]=1.[Cl-].[NH4+]. Product: [Cl:7][C:8]1[CH:13]=[C:12]([O:6][CH2:3][C:4]#[CH:5])[N:11]=[CH:10][N:9]=1. The catalyst class is: 7. (2) Reactant: [Li+].[OH-].C[O:4][C:5](=[O:26])[C:6]([NH:21][C:22]([O:24][CH3:25])=[O:23])([CH2:13][CH2:14][C:15]1[CH:20]=[CH:19][CH:18]=[CH:17][CH:16]=1)[CH2:7][CH2:8][S:9]([CH3:12])(=[O:11])=[O:10]. Product: [CH3:12][S:9]([CH2:8][CH2:7][C:6]([NH:21][C:22]([O:24][CH3:25])=[O:23])([CH2:13][CH2:14][C:15]1[CH:20]=[CH:19][CH:18]=[CH:17][CH:16]=1)[C:5]([OH:26])=[O:4])(=[O:10])=[O:11]. The catalyst class is: 12. (3) Reactant: [CH3:1][O:2][C:3](=[O:13])[CH2:4][C:5]1[CH:10]=[CH:9][CH:8]=[CH:7][C:6]=1[C:11]#[N:12].[ClH:14].[H][H]. Product: [ClH:14].[CH3:1][O:2][C:3](=[O:13])[CH2:4][C:5]1[CH:10]=[CH:9][CH:8]=[CH:7][C:6]=1[CH2:11][NH2:12]. The catalyst class is: 5. (4) Reactant: [H-].[Na+].[CH3:3][C:4]1([CH2:8][OH:9])[CH2:7][O:6][CH2:5]1.Cl[C:11]1[N:16]=[C:15]([NH2:17])[CH:14]=[N:13][CH:12]=1. Product: [CH3:3][C:4]1([CH2:8][O:9][C:11]2[N:16]=[C:15]([NH2:17])[CH:14]=[N:13][CH:12]=2)[CH2:7][O:6][CH2:5]1. The catalyst class is: 605. (5) Reactant: Cl[C:2]1[S:6][N:5]=[C:4]([CH3:7])[N:3]=1.[NH2:8][C:9]1[CH:14]=[CH:13][CH:12]=[CH:11][N:10]=1.C(O[K])(C)(C)C.C1C=CC(P(C2C(C3C(P(C4C=CC=CC=4)C4C=CC=CC=4)=CC=C4C=3C=CC=C4)=C3C(C=CC=C3)=CC=2)C2C=CC=CC=2)=CC=1. Product: [CH3:7][C:4]1[N:3]=[C:2]([NH:8][C:9]2[CH:14]=[CH:13][CH:12]=[CH:11][N:10]=2)[S:6][N:5]=1. The catalyst class is: 835. (6) Reactant: [Cl:1][C:2]1[CH:7]=[CH:6][N:5]2[C:8](I)=[CH:9][N:10]=[C:4]2[CH:3]=1.[N:12]1[CH:17]=[CH:16][C:15](B(O)O)=[CH:14][CH:13]=1.[O-]P([O-])([O-])=O.[K+].[K+].[K+].CCOC(C)=O.O. Product: [Cl:1][C:2]1[CH:7]=[CH:6][N:5]2[C:8]([C:15]3[CH:16]=[CH:17][N:12]=[CH:13][CH:14]=3)=[CH:9][N:10]=[C:4]2[CH:3]=1. The catalyst class is: 587.